From a dataset of Forward reaction prediction with 1.9M reactions from USPTO patents (1976-2016). Predict the product of the given reaction. (1) Given the reactants [C:1]([O:5][C:6](=[O:10])[C@H:7]([CH3:9])[NH2:8])([CH3:4])([CH3:3])[CH3:2].[CH2:11]([O:18][C:19]1[C:28]2[C:23](=[CH:24][C:25]([O:29][C:30]3[CH:35]=[CH:34][CH:33]=[CH:32][CH:31]=3)=[CH:26][CH:27]=2)[C:22]([CH2:36][O:37][CH3:38])=[N:21][C:20]=1[C:39](O)=[O:40])[C:12]1[CH:17]=[CH:16][CH:15]=[CH:14][CH:13]=1, predict the reaction product. The product is: [C:1]([O:5][C:6](=[O:10])[C@@H:7]([NH:8][C:39]([C:20]1[N:21]=[C:22]([CH2:36][O:37][CH3:38])[C:23]2[C:28]([C:19]=1[O:18][CH2:11][C:12]1[CH:17]=[CH:16][CH:15]=[CH:14][CH:13]=1)=[CH:27][CH:26]=[C:25]([O:29][C:30]1[CH:35]=[CH:34][CH:33]=[CH:32][CH:31]=1)[CH:24]=2)=[O:40])[CH3:9])([CH3:4])([CH3:3])[CH3:2]. (2) The product is: [CH3:19][C:20]1[C:24]([C:8]2[CH:9]=[C:10]3[C:5](=[CH:6][CH:7]=2)[NH:4][C:3](=[O:12])[C:2]3([OH:1])[C:13]2[CH:18]=[CH:17][CH:16]=[CH:15][CH:14]=2)=[C:23]([CH3:28])[O:22][N:21]=1. Given the reactants [OH:1][C:2]1([C:13]2[CH:18]=[CH:17][CH:16]=[CH:15][CH:14]=2)[C:10]2[C:5](=[CH:6][CH:7]=[C:8](I)[CH:9]=2)[NH:4][C:3]1=[O:12].[CH3:19][C:20]1[C:24](B(O)O)=[C:23]([CH3:28])[O:22][N:21]=1.C(=O)([O-])[O-].[Na+].[Na+].[Cl-].[Li+], predict the reaction product. (3) Given the reactants [H-].[Al+3].[Li+].[H-].[H-].[H-].[CH2:7]([O:14][CH2:15][C@H:16]1[CH2:18][C@@H:17]1[C:19](OC)=[O:20])[C:8]1[CH:13]=[CH:12][CH:11]=[CH:10][CH:9]=1.C(OCC)(=O)C.C(C(C(C([O-])=O)O)O)([O-])=O.[Na+].[K+], predict the reaction product. The product is: [CH2:7]([O:14][CH2:15][C@H:16]1[CH2:18][C@@H:17]1[CH2:19][OH:20])[C:8]1[CH:13]=[CH:12][CH:11]=[CH:10][CH:9]=1.